Dataset: NCI-60 drug combinations with 297,098 pairs across 59 cell lines. Task: Regression. Given two drug SMILES strings and cell line genomic features, predict the synergy score measuring deviation from expected non-interaction effect. (1) Drug 1: C(=O)(N)NO. Drug 2: C(CN)CNCCSP(=O)(O)O. Cell line: KM12. Synergy scores: CSS=2.43, Synergy_ZIP=-1.18, Synergy_Bliss=-0.0304, Synergy_Loewe=-7.26, Synergy_HSA=-3.37. (2) Drug 2: CCN(CC)CCCC(C)NC1=C2C=C(C=CC2=NC3=C1C=CC(=C3)Cl)OC. Drug 1: CC(CN1CC(=O)NC(=O)C1)N2CC(=O)NC(=O)C2. Cell line: UACC62. Synergy scores: CSS=18.8, Synergy_ZIP=-5.44, Synergy_Bliss=0.407, Synergy_Loewe=2.90, Synergy_HSA=2.94. (3) Synergy scores: CSS=35.3, Synergy_ZIP=-1.80, Synergy_Bliss=-5.04, Synergy_Loewe=-15.7, Synergy_HSA=-5.23. Drug 1: C1=CC(=CC=C1CC(C(=O)O)N)N(CCCl)CCCl.Cl. Drug 2: CC12CCC3C(C1CCC2O)C(CC4=C3C=CC(=C4)O)CCCCCCCCCS(=O)CCCC(C(F)(F)F)(F)F. Cell line: CCRF-CEM. (4) Drug 1: CC1C(C(CC(O1)OC2CC(CC3=C2C(=C4C(=C3O)C(=O)C5=C(C4=O)C(=CC=C5)OC)O)(C(=O)CO)O)N)O.Cl. Drug 2: C(CN)CNCCSP(=O)(O)O. Cell line: SF-268. Synergy scores: CSS=1.13, Synergy_ZIP=-0.182, Synergy_Bliss=1.31, Synergy_Loewe=-2.43, Synergy_HSA=-0.749. (5) Drug 1: CCCS(=O)(=O)NC1=C(C(=C(C=C1)F)C(=O)C2=CNC3=C2C=C(C=N3)C4=CC=C(C=C4)Cl)F. Drug 2: CCC1=CC2CC(C3=C(CN(C2)C1)C4=CC=CC=C4N3)(C5=C(C=C6C(=C5)C78CCN9C7C(C=CC9)(C(C(C8N6C)(C(=O)OC)O)OC(=O)C)CC)OC)C(=O)OC.C(C(C(=O)O)O)(C(=O)O)O. Cell line: MALME-3M. Synergy scores: CSS=63.3, Synergy_ZIP=5.32, Synergy_Bliss=4.83, Synergy_Loewe=7.77, Synergy_HSA=9.74. (6) Drug 1: C1CCC(C1)C(CC#N)N2C=C(C=N2)C3=C4C=CNC4=NC=N3. Drug 2: C1CCN(CC1)CCOC2=CC=C(C=C2)C(=O)C3=C(SC4=C3C=CC(=C4)O)C5=CC=C(C=C5)O. Cell line: SN12C. Synergy scores: CSS=11.1, Synergy_ZIP=-1.14, Synergy_Bliss=2.78, Synergy_Loewe=2.99, Synergy_HSA=3.37. (7) Drug 1: CN1C(=O)N2C=NC(=C2N=N1)C(=O)N. Synergy scores: CSS=43.7, Synergy_ZIP=-8.48, Synergy_Bliss=-10.9, Synergy_Loewe=-10.4, Synergy_HSA=-6.62. Drug 2: CC1C(C(CC(O1)OC2CC(CC3=C2C(=C4C(=C3O)C(=O)C5=CC=CC=C5C4=O)O)(C(=O)C)O)N)O. Cell line: MDA-MB-435. (8) Drug 1: C1CCN(CC1)CCOC2=CC=C(C=C2)C(=O)C3=C(SC4=C3C=CC(=C4)O)C5=CC=C(C=C5)O. Drug 2: CCC1=CC2CC(C3=C(CN(C2)C1)C4=CC=CC=C4N3)(C5=C(C=C6C(=C5)C78CCN9C7C(C=CC9)(C(C(C8N6C)(C(=O)OC)O)OC(=O)C)CC)OC)C(=O)OC.C(C(C(=O)O)O)(C(=O)O)O. Cell line: NCI-H460. Synergy scores: CSS=61.5, Synergy_ZIP=-1.86, Synergy_Bliss=-3.97, Synergy_Loewe=-26.2, Synergy_HSA=-3.97.